Dataset: Catalyst prediction with 721,799 reactions and 888 catalyst types from USPTO. Task: Predict which catalyst facilitates the given reaction. (1) Reactant: [CH2:1]([O:3][C:4]1[N:8]([CH2:9][C:10]2[CH:15]=[CH:14][C:13]([C:16]3[CH:21]=[CH:20][CH:19]=[CH:18][C:17]=3[C:22](=[N:24][OH:25])[NH2:23])=[CH:12][CH:11]=2)[C:7]2[C:26]([C:30]([O:32]C)=[O:31])=[CH:27][CH:28]=[CH:29][C:6]=2[N:5]=1)[CH3:2].[OH-].[Na+].O1CCCC1.Cl. Product: [CH2:1]([O:3][C:4]1[N:8]([CH2:9][C:10]2[CH:11]=[CH:12][C:13]([C:16]3[CH:21]=[CH:20][CH:19]=[CH:18][C:17]=3[C:22](=[N:24][OH:25])[NH2:23])=[CH:14][CH:15]=2)[C:7]2[C:26]([C:30]([OH:32])=[O:31])=[CH:27][CH:28]=[CH:29][C:6]=2[N:5]=1)[CH3:2]. The catalyst class is: 6. (2) Reactant: [C:1]([O:5][C:6]([N:8]1[CH2:13][CH2:12][N:11]([C:14]2[CH:22]=[CH:21][C:17]([C:18]([OH:20])=O)=[C:16]([O:23][CH3:24])[N:15]=2)[CH2:10][CH2:9]1)=[O:7])([CH3:4])([CH3:3])[CH3:2].Cl.[F:26][C:27]1[C:28]2[N:29]([CH:34]=[C:35]([CH3:37])[N:36]=2)[CH:30]=[C:31]([NH2:33])[CH:32]=1.F[B-](F)(F)F.N1(OC(N(C)C)=[N+](C)C)C2C=CC=CC=2N=N1.C(N(CC)CC)C. Product: [F:26][C:27]1[C:28]2[N:29]([CH:34]=[C:35]([CH3:37])[N:36]=2)[CH:30]=[C:31]([NH:33][C:18]([C:17]2[CH:21]=[CH:22][C:14]([N:11]3[CH2:12][CH2:13][N:8]([C:6]([O:5][C:1]([CH3:3])([CH3:2])[CH3:4])=[O:7])[CH2:9][CH2:10]3)=[N:15][C:16]=2[O:23][CH3:24])=[O:20])[CH:32]=1. The catalyst class is: 35. (3) Reactant: [Cl:1][C:2]1[C:10]([O:11][CH3:12])=[CH:9][CH:8]=[C:7]2[C:3]=1[CH:4]([OH:23])[N:5]([C:14]([CH3:22])([C:16]1[CH:21]=[CH:20][CH:19]=[CH:18][CH:17]=1)[CH3:15])[C:6]2=[O:13].CN(CCN(C)C)C.[I:32]I. Product: [Cl:1][C:2]1[C:10]([O:11][CH3:12])=[CH:9][C:8]([I:32])=[C:7]2[C:3]=1[CH:4]([OH:23])[N:5]([C:14]([CH3:15])([C:16]1[CH:17]=[CH:18][CH:19]=[CH:20][CH:21]=1)[CH3:22])[C:6]2=[O:13]. The catalyst class is: 1. (4) Reactant: Br[C:2]1[C:3]([NH2:12])=[N:4][CH:5]=[C:6](Br)[C:7]=1[CH:8]1[CH2:10][CH2:9]1.[OH:13][C:14]1[CH:19]=[CH:18][C:17](B(O)O)=[CH:16][CH:15]=1.[C:23]([O-:26])([O-])=O.[K+].[K+]. Product: [NH2:12][C:3]1[N:4]=[CH:5][C:6]([C:17]2[CH:18]=[CH:19][C:14]([OH:13])=[CH:15][CH:16]=2)=[C:7]([CH:8]2[CH2:10][CH2:9]2)[C:2]=1[C:7]1[CH:6]=[CH:5][C:23]([OH:26])=[CH:3][CH:2]=1. The catalyst class is: 117. (5) Reactant: B(Br)(Br)Br.C[O:6][C:7]1[CH:29]=[CH:28][C:10]([C:11]2[O:12][C:13]3[C:18]([C:19](=[O:21])[CH:20]=2)=[C:17]([O:22]C)[C:16]([O:24]C)=[C:15]([O:26]C)[CH:14]=3)=[CH:9][CH:8]=1. Product: [OH:6][C:7]1[CH:29]=[CH:28][C:10]([C:11]2[O:12][C:13]3[C:18]([C:19](=[O:21])[CH:20]=2)=[C:17]([OH:22])[C:16]([OH:24])=[C:15]([OH:26])[CH:14]=3)=[CH:9][CH:8]=1. The catalyst class is: 4. (6) Reactant: Br.[Br:2][C:3]1[S:7][C:6]2=[N:8][CH2:9][CH2:10][N:5]2[C:4]=1[C:11]1[C:20]2[C:15](=[CH:16][CH:17]=[C:18]([Cl:21])[CH:19]=2)[CH:14]=[CH:13][CH:12]=1.C([Mg]Br)C.[CH2:26](Br)[CH:27]=[CH2:28].[Cl-].[NH4+]. Product: [BrH:2].[CH2:28]([C:3]1[S:7][C:6]2=[N:8][CH2:9][CH2:10][N:5]2[C:4]=1[C:11]1[C:20]2[C:15](=[CH:16][CH:17]=[C:18]([Cl:21])[CH:19]=2)[CH:14]=[CH:13][CH:12]=1)[CH:27]=[CH2:26]. The catalyst class is: 1. (7) Reactant: C1COCC1.[CH2:6]([O:8][C:9](=[O:37])/[CH:10]=[CH:11]/[C:12]1[C:13]([NH:28][C:29]2[C:34]([F:35])=[CH:33][CH:32]=[CH:31][C:30]=2[F:36])=[N:14][C:15]([S:26][CH3:27])=[N:16][C:17]=1[C:18]1[CH:23]=[CH:22][C:21]([F:24])=[CH:20][C:19]=1[CH3:25])C.Cl.CCOC(C)=O. Product: [CH3:6][O:8][C:9](=[O:37])[CH2:10][CH2:11][C:12]1[C:13]([NH:28][C:29]2[C:34]([F:35])=[CH:33][CH:32]=[CH:31][C:30]=2[F:36])=[N:14][C:15]([S:26][CH3:27])=[N:16][C:17]=1[C:18]1[CH:23]=[CH:22][C:21]([F:24])=[CH:20][C:19]=1[CH3:25]. The catalyst class is: 24.